Dataset: HIV replication inhibition screening data with 41,000+ compounds from the AIDS Antiviral Screen. Task: Binary Classification. Given a drug SMILES string, predict its activity (active/inactive) in a high-throughput screening assay against a specified biological target. (1) The compound is CCCCCCCCCCCC[N+]12CC[N+](CCN)(CC1)CC2.[Br-]. The result is 0 (inactive). (2) The result is 0 (inactive). The drug is Clc1ccc(NC(Nc2ccc(Cl)cc2)C(Cl)(Cl)Cl)cc1. (3) The molecule is CNC(=S)c1nnsc1N. The result is 0 (inactive). (4) The drug is CNC=C(C(=O)c1ccc(OC)c(OC)c1)c1ccc(OC)cc1. The result is 0 (inactive).